From a dataset of Forward reaction prediction with 1.9M reactions from USPTO patents (1976-2016). Predict the product of the given reaction. Given the reactants [CH3:1][N:2]1[CH2:6][CH2:5][CH2:4][C@H:3]1[CH2:7][C:8]1[CH:16]=[C:15]2[C:11]([CH:12]=[CH:13][NH:14]2)=[CH:10][CH:9]=1.C([O-])([O-])=O.[K+].[K+].[CH3:23][N:24]1[C:28](=O)[CH2:27][CH2:26][CH2:25]1, predict the reaction product. The product is: [N:24]1[CH:23]=[CH:28][CH:27]=[C:26]([N:14]2[C:15]3[C:11](=[CH:10][CH:9]=[C:8]([CH2:7][C@@H:3]4[CH2:4][CH2:5][CH2:6][N:2]4[CH3:1])[CH:16]=3)[CH:12]=[CH:13]2)[CH:25]=1.